From a dataset of Forward reaction prediction with 1.9M reactions from USPTO patents (1976-2016). Predict the product of the given reaction. (1) Given the reactants [Cl:1][C:2]1[CH:19]=[C:18]([NH:20][C:21]2[CH:26]=[CH:25][C:24]([F:27])=[CH:23][C:22]=2[F:28])[CH:17]=[CH:16][C:3]=1[C:4]([C:6]1[CH:7]=[C:8]([CH:12]=[CH:13][C:14]=1[CH3:15])[C:9]([OH:11])=O)=[O:5].[CH2:29]([O:33][NH2:34])[CH2:30][CH2:31][CH3:32], predict the reaction product. The product is: [CH2:29]([O:33][NH:34][C:9](=[O:11])[C:8]1[CH:12]=[CH:13][C:14]([CH3:15])=[C:6]([C:4](=[O:5])[C:3]2[CH:16]=[CH:17][C:18]([NH:20][C:21]3[CH:26]=[CH:25][C:24]([F:27])=[CH:23][C:22]=3[F:28])=[CH:19][C:2]=2[Cl:1])[CH:7]=1)[CH2:30][CH2:31][CH3:32]. (2) Given the reactants F[C:2]1[CH:3]=[C:4]([C@H:8]2[O:12][C:11](=[O:13])[NH:10][C@@H:9]2[C:14]2[CH:15]=[N:16][CH:17]=[C:18]([C:20]#[C:21][C:22]3[CH:27]=[CH:26][CH:25]=[CH:24][CH:23]=3)[CH:19]=2)[CH:5]=[CH:6][CH:7]=1.BrCC1C=CC([C:34]#[N:35])=CC=1, predict the reaction product. The product is: [O:13]=[C:11]1[NH:10][C@H:9]([C:14]2[CH:15]=[N:16][CH:17]=[C:18]([C:20]#[C:21][C:22]3[CH:27]=[CH:26][CH:25]=[CH:24][CH:23]=3)[CH:19]=2)[C@@H:8]([C:4]2[CH:5]=[CH:6][C:7]([C:34]#[N:35])=[CH:2][CH:3]=2)[O:12]1. (3) Given the reactants FC(F)(F)C(O)=O.C(OC(=O)[NH:14][CH2:15][C:16]1[C:17]([CH2:33][CH:34]([CH3:36])[CH3:35])=[N:18][C:19]([CH3:32])=[C:20]([CH2:29][C:30]#[N:31])[C:21]=1[C:22]1[CH:27]=[CH:26][C:25]([CH3:28])=[CH:24][CH:23]=1)(C)(C)C.C(=O)([O-])O.[Na+], predict the reaction product. The product is: [NH2:14][CH2:15][C:16]1[C:21]([C:22]2[CH:27]=[CH:26][C:25]([CH3:28])=[CH:24][CH:23]=2)=[C:20]([CH2:29][C:30]#[N:31])[C:19]([CH3:32])=[N:18][C:17]=1[CH2:33][CH:34]([CH3:35])[CH3:36]. (4) The product is: [OH:10][CH2:9][C:7]1[CH:6]=[CH:5][CH:4]=[C:3]([O:2][CH3:1])[N:8]=1. Given the reactants [CH3:1][O:2][C:3]1[N:8]=[C:7]([CH:9]=[O:10])[CH:6]=[CH:5][CH:4]=1.[BH4-].[Na+], predict the reaction product. (5) The product is: [C@@H:10]1([C:40]2[CH:45]=[CH:44][C:43]([Cl:46])=[C:42]([CH2:47][C:48]3[S:49][C:50]([C:53]4[N:54]=[CH:55][CH:56]=[CH:57][N:58]=4)=[CH:51][CH:52]=3)[CH:41]=2)[O:11][C@H:12]([CH2:31][OH:32])[C@@H:13]([OH:23])[C@H:14]([OH:15])[C@H:9]1[OH:8]. Given the reactants C([O:8][C@@H:9]1[C@@H:14]([O:15]CC2C=CC=CC=2)[C@H:13]([O:23]CC2C=CC=CC=2)[C@@H:12]([CH2:31][O:32]CC2C=CC=CC=2)[O:11][C@H:10]1[C:40]1[CH:45]=[CH:44][C:43]([Cl:46])=[C:42]([CH2:47][C:48]2[S:49][C:50]([C:53]3[N:58]=[CH:57][CH:56]=[CH:55][N:54]=3)=[CH:51][CH:52]=2)[CH:41]=1)C1C=CC=CC=1.C(=O)([O-])O.[Na+].S([O-])([O-])(=O)=S.[Na+].[Na+], predict the reaction product. (6) Given the reactants Cl.[NH2:2][CH2:3][C@@H:4]1[O:8][C:7](=[O:9])[N:6]([C:10]2[CH:11]=[C:12]3[C:16](=[CH:17][CH:18]=2)[N:15]([CH:19]=[O:20])[CH:14]([C:21]([CH3:24])([CH3:23])[CH3:22])[CH2:13]3)[CH2:5]1.C(N(CC)CC)C.[C:32](SCC)(=[S:34])[CH3:33], predict the reaction product. The product is: [CH3:22][C:21]([CH:14]1[CH2:13][C:12]2[C:16](=[CH:17][CH:18]=[C:10]([N:6]3[CH2:5][C@H:4]([CH2:3][NH:2][C:32](=[S:34])[CH3:33])[O:8][C:7]3=[O:9])[CH:11]=2)[N:15]1[CH:19]=[O:20])([CH3:24])[CH3:23].